Dataset: Forward reaction prediction with 1.9M reactions from USPTO patents (1976-2016). Task: Predict the product of the given reaction. Given the reactants Cl[C:2]1[CH:3]=[N:4][C:5]2[C:10]([C:11]=1[CH:12]=[O:13])=[C:9]([F:14])[C:8]([O:15][CH3:16])=[CH:7][CH:6]=2.C1(P(C2CCCCC2)C2C=CC=CC=2C2C(C(C)C)=CC(C(C)C)=CC=2C(C)C)CCCCC1.[OH-:51].[K+].Cl, predict the reaction product. The product is: [F:14][C:9]1[C:8]([O:15][CH3:16])=[CH:7][CH:6]=[C:5]2[C:10]=1[C:11]([CH:12]=[O:13])=[C:2]([OH:51])[CH:3]=[N:4]2.